Dataset: Peptide-MHC class II binding affinity with 134,281 pairs from IEDB. Task: Regression. Given a peptide amino acid sequence and an MHC pseudo amino acid sequence, predict their binding affinity value. This is MHC class II binding data. The peptide sequence is HDWILADKRPTAWFLHHHHHH. The MHC is DRB1_0404 with pseudo-sequence DRB1_0404. The binding affinity (normalized) is 0.577.